From a dataset of Reaction yield outcomes from USPTO patents with 853,638 reactions. Predict the reaction yield, written as a fraction of the theoretical maximum amount of product (1.0 means a 100% yield; for example, 0.34 means a 34% yield). (1) The reactants are [CH3:1][N:2]1[CH2:7][CH2:6][N:5]([NH:8][C:9]([C:11]2[S:15][C:14]([C:16]([O:18]C)=O)=[CH:13][CH:12]=2)=[O:10])[CH2:4][CH2:3]1.O.[NH2:21][NH2:22]. The catalyst is C(O)C. The product is [CH3:1][N:2]1[CH2:7][CH2:6][N:5]([NH:8][C:9]([C:11]2[S:15][C:14]([C:16]([NH:21][NH2:22])=[O:18])=[CH:13][CH:12]=2)=[O:10])[CH2:4][CH2:3]1. The yield is 0.650. (2) The reactants are [O:1]1[CH:5]=[N:4][N:3]=[CH:2]1.[C:6]1([C:12]#[CH:13])[CH:11]=[CH:10][CH:9]=[CH:8][CH:7]=1.[CH3:14][OH:15].C(Cl)Cl.[CH3:19][CH2:20][CH2:21][CH2:22][CH2:23][CH3:24].CCN([CH2:30][CH3:31])CC. The catalyst is C1C=CC([P]([Pd]([P](C2C=CC=CC=2)(C2C=CC=CC=2)C2C=CC=CC=2)([P](C2C=CC=CC=2)(C2C=CC=CC=2)C2C=CC=CC=2)[P](C2C=CC=CC=2)(C2C=CC=CC=2)C2C=CC=CC=2)(C2C=CC=CC=2)C2C=CC=CC=2)=CC=1.[Cu]I. The product is [C:6]1([C:12]#[C:13][C:21]2[CH:20]=[CH:19][C:24]([C:13]#[C:12][C:6]3[CH:11]=[CH:10][CH:9]=[CH:8][CH:7]=3)=[CH:23][C:22]=2[C:5]2[O:1][C:2]([C:6]3[CH:11]=[CH:10][C:14]([O:15][CH2:19][CH2:20][CH2:21][CH2:22][CH2:23][CH2:24][CH2:30][CH3:31])=[CH:8][CH:7]=3)=[N:3][N:4]=2)[CH:11]=[CH:10][CH:9]=[CH:8][CH:7]=1. The yield is 0.720. (3) The reactants are [OH:1][C:2]1[C:9]([C:10]2[S:11][CH:12]=[CH:13][CH:14]=2)=[CH:8][C:5]([CH:6]=O)=[C:4]([O:15][CH3:16])[CH:3]=1.[C:17]([C:20]1[CH:28]=[CH:27][C:23]([C:24]([OH:26])=[O:25])=[CH:22][CH:21]=1)(=[O:19])[CH3:18].C[O-].[Li+].Cl. The catalyst is CN(C)C=O.CO.O.C(O)C. The product is [OH:1][C:2]1[C:9]([C:10]2[S:11][CH:12]=[CH:13][CH:14]=2)=[CH:8][C:5](/[CH:6]=[CH:18]/[C:17]([C:20]2[CH:28]=[CH:27][C:23]([C:24]([OH:26])=[O:25])=[CH:22][CH:21]=2)=[O:19])=[C:4]([O:15][CH3:16])[CH:3]=1. The yield is 0.0500.